Dataset: Catalyst prediction with 721,799 reactions and 888 catalyst types from USPTO. Task: Predict which catalyst facilitates the given reaction. (1) Reactant: C([Li])CCC.C(NC(C)C)(C)C.[N:13]1[C:18]([CH3:19])=[CH:17][CH:16]=[CH:15][C:14]=1[CH3:20].CON(C)[C:24]([C:26]1[CH:34]=[CH:33][C:29]2[O:30][CH2:31][O:32][C:28]=2[CH:27]=1)=[O:25]. Product: [O:30]1[C:29]2[CH:33]=[CH:34][C:26]([C:24](=[O:25])[CH2:20][C:14]3[CH:15]=[CH:16][CH:17]=[C:18]([CH3:19])[N:13]=3)=[CH:27][C:28]=2[O:32][CH2:31]1. The catalyst class is: 1. (2) Reactant: [Cl:1][C:2]1[CH:7]=[CH:6][C:5]([CH2:8][C:9]([NH:11][CH2:12][CH2:13][CH2:14][CH2:15][CH2:16][CH2:17][CH3:18])=O)=[CH:4][CH:3]=1.B.CSC.Cl. Product: [Cl:1][C:2]1[CH:3]=[CH:4][C:5]([CH2:8][CH2:9][NH:11][CH2:12][CH2:13][CH2:14][CH2:15][CH2:16][CH2:17][CH3:18])=[CH:6][CH:7]=1. The catalyst class is: 1. (3) Reactant: [CH3:1][C:2]1[CH:7]=[CH:6][C:5]([S:8]([N:11]2[CH:15]=[C:14]([CH:16]=O)[N:13]=[C:12]2[C:18]2[CH:23]=[CH:22][CH:21]=[CH:20][CH:19]=2)(=[O:10])=[O:9])=[CH:4][CH:3]=1.CO.[CH3:26][NH2:27].[BH4-].[Na+].Cl.C(=O)([O-])O.[Na+]. Product: [CH3:26][NH:27][CH2:16][C:14]1[N:13]=[C:12]([C:18]2[CH:19]=[CH:20][CH:21]=[CH:22][CH:23]=2)[N:11]([S:8]([C:5]2[CH:4]=[CH:3][C:2]([CH3:1])=[CH:7][CH:6]=2)(=[O:10])=[O:9])[CH:15]=1. The catalyst class is: 5. (4) Reactant: [CH2:1]([N:8]1[CH2:12][C@@H:11]([C:13]2[CH:18]=[CH:17][C:16]([Cl:19])=[CH:15][CH:14]=2)[C@H:10]([NH:20][CH:21]2[CH2:23][CH2:22]2)[CH2:9]1)[C:2]1[CH:7]=[CH:6][CH:5]=[CH:4][CH:3]=1.CCN(C(C)C)C(C)C.Cl[C:34]([O:36][C:37]1[CH:42]=[CH:41][C:40]([F:43])=[CH:39][CH:38]=1)=[O:35]. Product: [F:43][C:40]1[CH:41]=[CH:42][C:37]([O:36][C:34](=[O:35])[N:20]([C@H:10]2[C@H:11]([C:13]3[CH:14]=[CH:15][C:16]([Cl:19])=[CH:17][CH:18]=3)[CH2:12][N:8]([CH2:1][C:2]3[CH:3]=[CH:4][CH:5]=[CH:6][CH:7]=3)[CH2:9]2)[CH:21]2[CH2:22][CH2:23]2)=[CH:38][CH:39]=1. The catalyst class is: 79. (5) Reactant: [CH2:1]([N:8]1[CH:13]=[C:12](Br)[C:11](=[O:15])[C:10]([CH2:16][C:17]2[CH:22]=[CH:21][CH:20]=[CH:19][CH:18]=2)=[CH:9]1)[C:2]1[CH:7]=[CH:6][CH:5]=[CH:4][CH:3]=1.C([Sn](CCCC)(CCCC)[C:28]([O:30]CC)=[CH2:29])CCC. Product: [C:28]([C:12]1[C:11](=[O:15])[C:10]([CH2:16][C:17]2[CH:22]=[CH:21][CH:20]=[CH:19][CH:18]=2)=[CH:9][N:8]([CH2:1][C:2]2[CH:7]=[CH:6][CH:5]=[CH:4][CH:3]=2)[CH:13]=1)(=[O:30])[CH3:29]. The catalyst class is: 233.